This data is from Full USPTO retrosynthesis dataset with 1.9M reactions from patents (1976-2016). The task is: Predict the reactants needed to synthesize the given product. (1) Given the product [CH2:1]([O:3][C:4]([N:6]1[CH2:18][C@H:17]2[C@H:9]([CH2:10][C:11]3[C:16]2=[CH:15][C:14]([NH:28][CH2:21][C:22]2[CH:27]=[CH:26][CH:25]=[CH:24][CH:23]=2)=[CH:13][C:12]=3[CH3:20])[CH2:8][CH2:7]1)=[O:5])[CH3:2], predict the reactants needed to synthesize it. The reactants are: [CH2:1]([O:3][C:4]([N:6]1[CH2:18][C@H:17]2[C@H:9]([CH2:10][C:11]3[C:16]2=[CH:15][C:14](Br)=[CH:13][C:12]=3[CH3:20])[CH2:8][CH2:7]1)=[O:5])[CH3:2].[CH2:21]([NH2:28])[C:22]1[CH:27]=[CH:26][CH:25]=[CH:24][CH:23]=1.CC([O-])(C)C.[Na+]. (2) Given the product [CH2:3]([O:5]/[C:6](=[CH:12]\[C:13]1[CH:18]=[CH:17][C:16]([C:19]2[CH:24]=[CH:23][CH:22]=[C:21]([N:25]([CH3:36])[C:26]([NH:28][CH2:29][CH2:30][CH2:31][CH2:32][CH2:33][CH2:34][CH3:35])=[O:27])[CH:20]=2)=[CH:15][CH:14]=1)/[C:7]([OH:9])=[O:8])[CH3:4], predict the reactants needed to synthesize it. The reactants are: [OH-].[Li+].[CH2:3]([O:5]/[C:6](=[CH:12]\[C:13]1[CH:18]=[CH:17][C:16]([C:19]2[CH:24]=[CH:23][CH:22]=[C:21]([N:25]([CH3:36])[C:26]([NH:28][CH2:29][CH2:30][CH2:31][CH2:32][CH2:33][CH2:34][CH3:35])=[O:27])[CH:20]=2)=[CH:15][CH:14]=1)/[C:7]([O:9]CC)=[O:8])[CH3:4].C(O)(=O)C.O. (3) The reactants are: [NH2:1][C:2]1[C:6]([C:7]([O:9]CC)=[O:8])=[CH:5][NH:4][N:3]=1.[F:12][CH:13]([F:29])[C:14](=O)[CH2:15][C:16]([C:18]1[CH:23]=[CH:22][C:21]([C:24]([F:27])([F:26])[F:25])=[CH:20][CH:19]=1)=O.CO. Given the product [F:29][CH:13]([F:12])[C:14]1[N:3]2[N:4]=[CH:5][C:6]([C:7]([OH:9])=[O:8])=[C:2]2[N:1]=[C:16]([C:18]2[CH:23]=[CH:22][C:21]([C:24]([F:25])([F:26])[F:27])=[CH:20][CH:19]=2)[CH:15]=1, predict the reactants needed to synthesize it. (4) Given the product [OH:22][C:21]1[C:16]([NH:15][C:13](=[O:14])[C:12]2[CH:25]=[CH:26][C:9]([F:8])=[CH:10][CH:11]=2)=[C:17]([OH:18])[N:7]=[CH:5][N:6]=1, predict the reactants needed to synthesize it. The reactants are: C(O)(=O)C.[CH:5]([NH2:7])=[NH:6].[F:8][C:9]1[CH:26]=[CH:25][C:12]([C:13]([NH:15][CH:16]([C:21](OC)=[O:22])[C:17](OC)=[O:18])=[O:14])=[CH:11][CH:10]=1.[Na].